Predict the reaction yield, written as a fraction of the theoretical maximum amount of product (1.0 means a 100% yield; for example, 0.34 means a 34% yield). From a dataset of Reaction yield outcomes from USPTO patents with 853,638 reactions. (1) The product is [C:12]([C:9]1[CH:8]=[CH:7][C:6]2[S:1][CH2:2][C:3](=[O:11])[NH:4][C:5]=2[CH:10]=1)(=[O:14])[CH3:13]. The reactants are [S:1]1[C:6]2[CH:7]=[CH:8][CH:9]=[CH:10][C:5]=2[NH:4][C:3](=[O:11])[CH2:2]1.[C:12](Cl)(=[O:14])[CH3:13]. No catalyst specified. The yield is 0.690. (2) The reactants are [CH2:1]([NH:5][S:6]([C:9]1[CH:14]=[CH:13][C:12]([O:15][CH3:16])=[CH:11][CH:10]=1)(=[O:8])=[O:7])[CH:2]([CH3:4])[CH3:3].[H-].[Na+].[Cl:19][C:20]1[CH:27]=[CH:26][C:23]([CH2:24]Br)=[CH:22][CH:21]=1.O. The catalyst is CC(N(C)C)=O. The product is [Cl:19][C:20]1[CH:27]=[CH:26][C:23]([CH2:24][N:5]([CH2:1][CH:2]([CH3:4])[CH3:3])[S:6]([C:9]2[CH:10]=[CH:11][C:12]([O:15][CH3:16])=[CH:13][CH:14]=2)(=[O:8])=[O:7])=[CH:22][CH:21]=1. The yield is 0.670.